From a dataset of Forward reaction prediction with 1.9M reactions from USPTO patents (1976-2016). Predict the product of the given reaction. (1) Given the reactants Cl[C:2]1[CH:3]=[CH:4][C:5]2[N:6]([C:8]([CH2:11][NH:12][C:13]3[C:22]4[C:17](=[CH:18][C:19]([O:23][CH3:24])=[CH:20][N:21]=4)[N:16]=[CH:15][CH:14]=3)=[N:9][N:10]=2)[N:7]=1.[CH2:25]([Si:27]([CH2:32][CH3:33])([CH2:30][CH3:31])[C:28]#[CH:29])[CH3:26].C(N(CC)CC)C, predict the reaction product. The product is: [CH3:24][O:23][C:19]1[CH:18]=[C:17]2[C:22]([C:13]([NH:12][CH2:11][C:8]3[N:6]4[N:7]=[C:2]([C:26]#[C:25][Si:27]([CH2:32][CH3:33])([CH2:30][CH3:31])[CH2:28][CH3:29])[CH:3]=[CH:4][C:5]4=[N:10][N:9]=3)=[CH:14][CH:15]=[N:16]2)=[N:21][CH:20]=1. (2) Given the reactants C([C:5]1[CH:10]=[C:9]([C:11]2[CH:16]=[C:15](C(C)(C)C)[C:14]([OH:21])=[C:13](C(C)(C)C)[CH:12]=2)[CH:8]=[C:7](C(C)(C)C)[C:6]=1[OH:30])(C)(C)C.CS(O)(=O)=O.CCCCCCCCC(C)C, predict the reaction product. The product is: [C:14]1([OH:21])[CH:13]=[CH:12][C:11]([C:9]2[CH:10]=[CH:5][C:6]([OH:30])=[CH:7][CH:8]=2)=[CH:16][CH:15]=1.